From a dataset of Catalyst prediction with 721,799 reactions and 888 catalyst types from USPTO. Predict which catalyst facilitates the given reaction. (1) Product: [F:25][C:26]([F:45])([F:44])[S:27]([O:11][C:12]1[CH2:13][N:14]([C:18]([O:20][C:21]([CH3:24])([CH3:23])[CH3:22])=[O:19])[CH2:15][CH2:16][CH:17]=1)(=[O:29])=[O:28]. Reactant: [Li+].C[Si]([N-][Si](C)(C)C)(C)C.[O:11]=[C:12]1[CH2:17][CH2:16][CH2:15][N:14]([C:18]([O:20][C:21]([CH3:24])([CH3:23])[CH3:22])=[O:19])[CH2:13]1.[F:25][C:26]([F:45])([F:44])[S:27](N(C1C=CC=CC=1)[S:27]([C:26]([F:45])([F:44])[F:25])(=[O:29])=[O:28])(=[O:29])=[O:28]. The catalyst class is: 1. (2) Reactant: [CH:1]1[CH:6]=[C:5]2[C:7]([C:9](O)([OH:12])[C:10](=[O:11])[C:4]2=[CH:3][CH:2]=1)=[O:8].[CH3:14][C:15]1[CH:16]=[C:17]([OH:22])[CH:18]=[CH:19][C:20]=1[CH3:21]. Product: [OH:11][C:10]12[C:4]3[C:5](=[CH:6][CH:1]=[CH:2][CH:3]=3)[C:7](=[O:8])[C:9]1([OH:12])[C:18]1[CH:19]=[C:20]([CH3:21])[C:15]([CH3:14])=[CH:16][C:17]=1[O:22]2. The catalyst class is: 15. (3) Reactant: [C:1]1([P:7]([CH2:15][CH:16]=O)([C:9]2[CH:14]=[CH:13][CH:12]=[CH:11][CH:10]=2)=[O:8])[CH:6]=[CH:5][CH:4]=[CH:3][CH:2]=1.Cl.[NH2:19][OH:20].[OH-].[Na+].Cl. Product: [C:1]1([P:7]([CH2:15]/[CH:16]=[N:19]\[OH:20])([C:9]2[CH:14]=[CH:13][CH:12]=[CH:11][CH:10]=2)=[O:8])[CH:6]=[CH:5][CH:4]=[CH:3][CH:2]=1. The catalyst class is: 40. (4) Reactant: Br[C:2]1[CH:7]=[CH:6][CH:5]=[C:4]([Cl:8])[CH:3]=1.[Li]CCCC.[Br:14][C:15]1[CH:16]=[C:17]([CH:20]=[CH:21][CH:22]=1)[CH:18]=[O:19].[NH4+].[Cl-]. Product: [Br:14][C:15]1[CH:16]=[C:17]([CH:18]([C:2]2[CH:7]=[CH:6][CH:5]=[C:4]([Cl:8])[CH:3]=2)[OH:19])[CH:20]=[CH:21][CH:22]=1. The catalyst class is: 1. (5) Reactant: [Li]CCCC.CCCCCC.CC1(C)CCCC(C)(C)N1.C[Si](C)(C)[N:24]1[CH2:30][CH2:29][CH2:28][CH2:27][CH2:26][C:25]1=[O:31].Cl[C:35]1[CH:40]=[CH:39][CH:38]=[CH:37][C:36]=1[O:41][CH3:42]. Product: [CH3:42][O:41][C:36]1[CH:35]=[C:40]([CH:26]2[CH2:27][CH2:28][CH2:29][CH2:30][NH:24][C:25]2=[O:31])[CH:39]=[CH:38][CH:37]=1. The catalyst class is: 1. (6) Reactant: Cl[C:2]1[N:6]([CH3:7])[N:5]=[CH:4][C:3]=1[N+:8]([O-:10])=[O:9].Cl.[F:12][C:13]1([F:19])[CH2:18][CH2:17][CH2:16][NH:15][CH2:14]1.CCN(C(C)C)C(C)C. Product: [F:12][C:13]1([F:19])[CH2:18][CH2:17][CH2:16][N:15]([C:2]2[N:6]([CH3:7])[N:5]=[CH:4][C:3]=2[N+:8]([O-:10])=[O:9])[CH2:14]1. The catalyst class is: 14. (7) Reactant: [F:1][C:2]1[C:7]2[C:8]([C:18](O)=[O:19])=[C:9]([C:11]3[CH:16]=[CH:15][C:14]([Br:17])=[CH:13][CH:12]=3)[O:10][C:6]=2[CH:5]=[CH:4][C:3]=1[OH:21].CN.C1C=CC2N(O)N=[N:30][C:28]=2C=1.CCN=C=NCCCN(C)C.Cl.C(N(C(C)C)CC)(C)C. Product: [F:1][C:2]1[C:7]2[C:8]([C:18]([NH:30][CH3:28])=[O:19])=[C:9]([C:11]3[CH:16]=[CH:15][C:14]([Br:17])=[CH:13][CH:12]=3)[O:10][C:6]=2[CH:5]=[CH:4][C:3]=1[OH:21]. The catalyst class is: 1.